Dataset: Full USPTO retrosynthesis dataset with 1.9M reactions from patents (1976-2016). Task: Predict the reactants needed to synthesize the given product. (1) Given the product [C:11]([O:10][C:8]([NH:7][C:6]1[S:5][C:4]([C:15]([O:17][CH2:18][CH3:19])=[O:16])=[CH:3][C:2]=1[C:49]#[C:48][C:42]1[CH:47]=[CH:46][CH:45]=[CH:44][CH:43]=1)=[O:9])([CH3:14])([CH3:13])[CH3:12], predict the reactants needed to synthesize it. The reactants are: Br[C:2]1[CH:3]=[C:4]([C:15]([O:17][CH2:18][CH3:19])=[O:16])[S:5][C:6]=1[NH:7][C:8]([O:10][C:11]([CH3:14])([CH3:13])[CH3:12])=[O:9].CCN(C(C)C)C(C)C.P(C(C)(C)C)(C(C)(C)C)C(C)(C)C.[C:42]1([C:48]#[CH:49])[CH:47]=[CH:46][CH:45]=[CH:44][CH:43]=1. (2) The reactants are: [C:1](=[O:16])([O:9][C:10]1[CH:15]=[CH:14][CH:13]=[CH:12][CH:11]=1)OC1C=CC=CC=1.[NH2:17][C@H:18]([C:26]([O-:28])=[O:27])[CH2:19][C:20]1[CH:25]=[CH:24][CH:23]=[CH:22][CH:21]=1.C([N+]1C=CN(C)C=1)C.Cl. Given the product [O:9]([C:1]([NH:17][C@H:18]([C:26]([OH:28])=[O:27])[CH2:19][C:20]1[CH:25]=[CH:24][CH:23]=[CH:22][CH:21]=1)=[O:16])[C:10]1[CH:11]=[CH:12][CH:13]=[CH:14][CH:15]=1, predict the reactants needed to synthesize it. (3) The reactants are: Cl[C:2]1[N:7]=[C:6]([NH:8][C:9]2[CH:14]=[CH:13][C:12]3[O:15][CH2:16][CH2:17][O:18][C:11]=3[CH:10]=2)[C:5]([F:19])=[CH:4][N:3]=1.[F:20][C:21]1[CH:22]=[C:23]([CH:25]=[C:26]([F:28])[CH:27]=1)[NH2:24]. Given the product [CH2:17]1[CH2:16][O:15][C:12]2[CH:13]=[CH:14][C:9]([NH:8][C:6]3[C:5]([F:19])=[CH:4][N:3]=[C:2]([NH:24][C:23]4[CH:22]=[C:21]([F:20])[CH:27]=[C:26]([F:28])[CH:25]=4)[N:7]=3)=[CH:10][C:11]=2[O:18]1, predict the reactants needed to synthesize it. (4) Given the product [Cl:1][C:2]1[C:7]([C:8]2[CH:9]=[CH:10][C:11]([Cl:14])=[CH:12][CH:13]=2)=[CH:6][C:5]2[NH:15][C:27]([C:26]([F:31])([F:30])[C:25]([F:33])([F:32])[F:24])=[N:16][C:4]=2[CH:3]=1, predict the reactants needed to synthesize it. The reactants are: [Cl:1][C:2]1[CH:3]=[C:4]([NH2:16])[C:5]([NH2:15])=[CH:6][C:7]=1[C:8]1[CH:13]=[CH:12][C:11]([Cl:14])=[CH:10][CH:9]=1.Cl.O.C(=O)(O)[O-].[Na+].[F:24][C:25]([F:33])([F:32])[C:26]([F:31])([F:30])[C:27](O)=O. (5) Given the product [C:1]([O:4][C@H:5]1[O:51][C@@H:50]([CH2:52][O:53][C:54](=[O:56])[CH3:55])[C@@H:45]([O:46][C:47](=[O:49])[CH3:48])[C@H:40]([O:41][C:42](=[O:44])[CH3:43])[C@@H:6]1[O:7][C@H:8]1[O:34][C@H:33]([CH2:35][O:36][C:37](=[O:39])[CH3:38])[C@@H:28]([O:29][C:30](=[O:32])[CH3:31])[C@H:14]([O:15][C:16](=[O:27])[NH:17][CH3:18])[C@@H:9]1[O:10][C:11](=[O:13])[CH3:12])(=[O:3])[CH3:2], predict the reactants needed to synthesize it. The reactants are: [C:1]([O:4][C@H:5]1[O:51][C@@H:50]([CH2:52][O:53][C:54](=[O:56])[CH3:55])[C@@H:45]([O:46][C:47](=[O:49])[CH3:48])[C@H:40]([O:41][C:42](=[O:44])[CH3:43])[C@@H:6]1[O:7][C@H:8]1[O:34][C@H:33]([CH2:35][O:36][C:37](=[O:39])[CH3:38])[C@@H:28]([O:29][C:30](=[O:32])[CH3:31])[C@H:14]([O:15][C:16](=[O:27])[NH:17][C:18]2C=CC([N+]([O-])=O)=CC=2)[C@@H:9]1[O:10][C:11](=[O:13])[CH3:12])(=[O:3])[CH3:2].CN. (6) The reactants are: [N+:1]([C:4]1[CH:5]=[CH:6][C:7]([CH:10](C(OCC)=O)[C:11]([O:13][CH2:14][CH3:15])=[O:12])=[N:8][CH:9]=1)([O-:3])=[O:2].[Cl-].[Na+].O. Given the product [N+:1]([C:4]1[CH:5]=[CH:6][C:7]([CH2:10][C:11]([O:13][CH2:14][CH3:15])=[O:12])=[N:8][CH:9]=1)([O-:3])=[O:2], predict the reactants needed to synthesize it.